Dataset: Full USPTO retrosynthesis dataset with 1.9M reactions from patents (1976-2016). Task: Predict the reactants needed to synthesize the given product. Given the product [C:31]([NH:30][CH:24]1[CH2:25][CH2:26][CH2:27][CH2:28][CH2:29]1)([NH:32][CH:33]1[CH2:38][CH2:37][CH2:36][CH2:35][CH2:34]1)=[O:5], predict the reactants needed to synthesize it. The reactants are: CC([O:5]C(N[C@H](C(O)=O)CC(OCC1C=CC=CC=1)=O)=O)(C)C.[CH:24]1([N:30]=[C:31]=[N:32][CH:33]2[CH2:38][CH2:37][CH2:36][CH2:35][CH2:34]2)[CH2:29][CH2:28][CH2:27][CH2:26][CH2:25]1.